Dataset: Forward reaction prediction with 1.9M reactions from USPTO patents (1976-2016). Task: Predict the product of the given reaction. Given the reactants CN(C)C=O.Cl[CH2:7][CH2:8][O:9][C:10]1[CH:19]=[C:18]2[C:13]([C:14]([O:20][C:21]3[C:22]([CH3:31])=[N:23][C:24]4[C:29]([CH:30]=3)=[CH:28][CH:27]=[CH:26][CH:25]=4)=[CH:15][CH:16]=[N:17]2)=[CH:12][C:11]=1[O:32][CH3:33].C(=O)([O-])[O-].[K+].[K+].[NH:40]1[CH2:45][CH2:44][O:43][CH2:42][CH2:41]1, predict the reaction product. The product is: [CH3:33][O:32][C:11]1[CH:12]=[C:13]2[C:18](=[CH:19][C:10]=1[O:9][CH2:8][CH2:7][N:40]1[CH2:45][CH2:44][O:43][CH2:42][CH2:41]1)[N:17]=[CH:16][CH:15]=[C:14]2[O:20][C:21]1[C:22]([CH3:31])=[N:23][C:24]2[C:29]([CH:30]=1)=[CH:28][CH:27]=[CH:26][CH:25]=2.